Dataset: Experimentally validated miRNA-target interactions with 360,000+ pairs, plus equal number of negative samples. Task: Binary Classification. Given a miRNA mature sequence and a target amino acid sequence, predict their likelihood of interaction. (1) The miRNA is hsa-miR-596 with sequence AAGCCUGCCCGGCUCCUCGGG. The protein sequence of the target gene is MAWNSPSRRPVWQGGAPREDGGARGVWLPSSGQVSAQRTGRRLVGLEPTPTGSLTPRPPRPVPGMPRARKGNTLRKGGQRRGGGARSSAQADSGSSDDEAASEARSTASECPSLLSTTAEDSLGGDVVDEQGQQEDLEEKLKEYVDCLTDKSAKTRQGALESLRLALASRLLPDFLLERRLTLADALEKCLKKGKGEEQALAAAVLGLLCVQLGPGPKGEELFHSLQPLLVSVLSDSTASPAARLHCASALGLGCYVAAADIQDLVSCLACLESVFSRFYGLGGSSTSPVVPASLHGLLS.... Result: 1 (interaction). (2) The miRNA is hsa-miR-548a-3p with sequence CAAAACUGGCAAUUACUUUUGC. The protein sequence of the target gene is MAAAASVTGRVTWAASPMRSLGLGRRLSLPGPRLDAVTAAVNPSLSDHGNGLGRGTRGSGCSGGSLVADWGGGAAAAAAVALALAPALSTMRRGSSESELAARWEAEAVAAAKAAAKAEAEATAETVAEQVRVDAGAAGEPECKAGEEQPKVLAPAPAQPSAAEEGNTQVLQRPPPTLPPSKPKPVQGLCPHGKPRDKGRSCKRSSGHGSGENGSQRPVTVDSSKARTSLDALKISIRQLKWKEFPFGRRLPCDIYWHGVSFHDNDIFSGQVNKFPGMTEMVRKITLSRAVRTMQNLFPE.... Result: 1 (interaction). (3) Result: 0 (no interaction). The miRNA is hsa-miR-8058 with sequence CUGGACUUUGAUCUUGCCAUAA. The protein sequence of the target gene is MAQRTGLEDPERYLFVDRAVIYNPATQADWTAKKLVWIPSERHGFEAASIKEERGDEVMVELAENGKKAMVNKDDIQKMNPPKFSKVEDMAELTCLNEASVLHNLKDRYYSGLIYTYSGLFCVVINPYKNLPIYSENIIEMYRGKKRHEMPPHIYAISESAYRCMLQDREDQSILCTGESGAGKTENTKKVIQYLAHVASSHKGRKDHNIPGELERQLLQANPILESFGNAKTVKNDNSSRFGKFIRINFDVTGYIVGANIETYLLEKSRAVRQAKDERTFHIFYQLLSGAGEHLKSDLL.... (4) The miRNA is hsa-miR-639 with sequence AUCGCUGCGGUUGCGAGCGCUGU. The protein sequence of the target gene is MAKPSHSSYVLQQLNNQREWGFLCDCCIAIDDIYFQAHKAVLAACSSYFRMFFMNHQHSTAQLNLSNMKISAECFDLILQFMYLGKIMTAPSSFEQFKVAMNYLQLYNVPDCLEDIQDADCSSSKCSSSASSKQNSKMIFGVRMYEDTVARNGNEANRWCAEPSSTVNTPHNREADEESLQLGNFPEPLFDVCKKSSVSKLSTPKERVSRRFGRSFTCDSCGFGFSCEKLLDEHVLTCTNRHLYQNTRSYHRIVDIRDGKDSNIKAEFGEKDSSKTFSAQTDKYRGDTSQAADDSASTTG.... Result: 0 (no interaction). (5) The miRNA is mmu-miR-676-5p with sequence ACUCUACAACCUUAGGACUUGC. The protein sequence of the target gene is MAAAVAAAGAGEPQSPDELLPKGDAEKPEEELEEDDDEELDETLSERLWGLTEMFPERVRSAAGATFDLSLFVAQKMYRFSRAALWIGTTSFMILVLPVVFETEKLQMEQQQQLQQRQILLGPNTGLSGGMPGALPSLPGKI. Result: 0 (no interaction). (6) The miRNA is hsa-miR-520f-5p with sequence CCUCUAAAGGGAAGCGCUUUCU. The protein sequence of the target gene is MQSGPRPPLPAPGLALALTLTMLARLASAASFFGENHLEVPVATALTDIDLQLQFSTSQPEALLLLAAGPADHLLLQLYSGRLQVRLVLGQEELRLQTPAETLLSDSIPHTVVLTVVEGWATLSVDGFLNASSAVPGAPLEVPYGLFVGGTGTLGLPYLRGTSRPLRGCLHAATLNGRSLLRPLTPDVHEGCAEEFSASDDVALGFSGPHSLAAFPAWGTQDEGTLEFTLTTQSRQAPLAFQAGGRRGDFIYVDIFEGHLRAVVEKGQGTVLLHNSVPVADGQPHEVSVHINAHRLEISV.... Result: 0 (no interaction). (7) The miRNA is hsa-miR-93-3p with sequence ACUGCUGAGCUAGCACUUCCCG. The protein sequence of the target gene is MVEQGDAAPLLRWAEGPAVSLPQAPQPQAGGWGRGGGGGARPAAEPPRRREPEEPAAPEVLLQPGRLELGDVEEDQVVAVFVVTFDPRSGNMVEWCLPQDIDLEGVEFKSMASGSHKIQSDFIYFRKGPFFGLACFANMPVESELERGARMKSVGILSPSYTLLYRYMHFLENQVRHQLEMPGHYSHLAAFYEDKKGVLHAGPGRGSSLPPVYWLPSIHRYMYPEMKITHPAGCMSQFIKFFGEQILILWKFALLRKRILIFSPPPVGVVCYRVYCCCCLANVSLPGIGGTIPESKPFFY.... Result: 1 (interaction). (8) The miRNA is hsa-miR-1292-3p with sequence UCGCGCCCCGGCUCCCGUUC. The protein sequence of the target gene is MEELSSVGEQVFAAECILSKRLRKGKLEYLVKWRGWSSKHNSWEPEENILDPRLLLAFQKKEHEKEVQNRKRGKRPRGRPRKHTVTSSCSRRSKLKEPDAPSKSKSSSSSSSSTSSSSSSDEEEDDSDLDSKRGPRGRETHPVPQKKAQILVAKPELKDPIRKKRGRKPLPPEQKAARRPVSLAKVLKTTRKDLGTSAAKLPPPLSAPVAGLAALKAHTKEACGGPSTMATPENLASLMKGMAGSPSRGGIWQSSIVHYMNRMSQSQVQAASRLALKAQATNKCGLGLDLKVRTQKGGEL.... Result: 0 (no interaction). (9) The miRNA is rno-let-7i-5p with sequence UGAGGUAGUAGUUUGUGCUGUU. The protein sequence of the target gene is MPVRRGHVAPQNTFLDTIIRKFEGQSRKFIIANARVENCAVIYCNDGFCELCGYSRAEVMQRPCTCDFLHGPRTQRRAAAQIAQALLGAEERKVEIAFYRKDGSCFLCLVDVVPVKNEDGAVIMFILNFEVVMEKDMVGSPAHDTNHRGPSTSWLASGRAKTFRLKLPALLALTARESSVRTGSMHSAGAPGAVVVDVDLTPAAPSSESLALDEVSAMDNHVAGLGPAEERRALVGPGSASPVASIRGPHPSPRAQSLNPDASGSSCSLARTRSRESCASVRRASSADDIEAMRAGALPP.... Result: 0 (no interaction).